This data is from Catalyst prediction with 721,799 reactions and 888 catalyst types from USPTO. The task is: Predict which catalyst facilitates the given reaction. (1) Reactant: [NH2:1][C:2]1[CH:7]=[C:6]([Br:8])[CH:5]=[CH:4][C:3]=1[C:9](=[O:11])[CH3:10].[N:12]([O-])=O.[Na+].C([O-])(=O)C.[Na+]. Product: [Br:8][C:6]1[CH:7]=[C:2]2[C:3]([C:9](=[O:11])[CH:10]=[N:12][NH:1]2)=[CH:4][CH:5]=1. The catalyst class is: 33. (2) Reactant: [N:1]1([CH2:6][C@H:7]2[CH2:11][CH2:10][C@@H:9]([NH:12][CH2:13][C:14]([N:16]3[CH2:20][C@@H:19]([F:21])[CH2:18][C@H:17]3[C:22]#[N:23])=[O:15])[CH2:8]2)[CH:5]=[N:4][CH:3]=[N:2]1.[ClH:24]. Product: [ClH:24].[N:1]1([CH2:6][C@H:7]2[CH2:11][CH2:10][C@@H:9]([NH:12][CH2:13][C:14]([N:16]3[CH2:20][C@@H:19]([F:21])[CH2:18][C@H:17]3[C:22]#[N:23])=[O:15])[CH2:8]2)[CH:5]=[N:4][CH:3]=[N:2]1. The catalyst class is: 25. (3) Reactant: [CH2:1]([N:3]([C@H:13]1[CH2:18][CH2:17][C@H:16]([N:19]([CH2:21][CH3:22])[CH3:20])[CH2:15][CH2:14]1)[C:4]1[S:8][CH:7]=[C:6]([C:9]([OH:11])=O)[C:5]=1[CH3:12])[CH3:2].C(Cl)CCl.C1C=NC2N(O)N=NC=2C=1.Cl.[NH2:38][CH2:39][C:40]1[C:41](=[O:48])[NH:42][C:43]([CH3:47])=[CH:44][C:45]=1[CH3:46].CN1CCOCC1. Product: [CH3:46][C:45]1[CH:44]=[C:43]([CH3:47])[NH:42][C:41](=[O:48])[C:40]=1[CH2:39][NH:38][C:9]([C:6]1[C:5]([CH3:12])=[C:4]([N:3]([CH2:1][CH3:2])[C@H:13]2[CH2:18][CH2:17][C@H:16]([N:19]([CH2:21][CH3:22])[CH3:20])[CH2:15][CH2:14]2)[S:8][CH:7]=1)=[O:11]. The catalyst class is: 18.